From a dataset of Experimentally validated miRNA-target interactions with 360,000+ pairs, plus equal number of negative samples. Binary Classification. Given a miRNA mature sequence and a target amino acid sequence, predict their likelihood of interaction. (1) The miRNA is hsa-miR-1908-5p with sequence CGGCGGGGACGGCGAUUGGUC. The protein sequence of the target gene is MDLAANEISIYDKLSETVDLVRQTGHQCGMSEKAIEKFIRQLLEKNEPQRPPPQYPLLIVVYKVLATLGLILLTAYFVIQPFSPLAPEPVLSGAHTWRSLIHHIRLMSLPIAKKYMSENKGVPLHGGDEDRPFPDFDPWWTNDCEQNESEPIPANCTGCAQKHLKVMLLEDAPRKFERLHPLVIKTGKPLLEEEIQHFLCQYPEATEGFSEGFFAKWWRCFPERWFPFPYPWRRPLNRSQMLRELFPVFTHLPFPKDASLNKCSFLHPEPVVGSKMHKMPDLFIIGSGEAMLQLIPPFQC.... Result: 0 (no interaction). (2) The miRNA is mmu-miR-411-5p with sequence UAGUAGACCGUAUAGCGUACG. The protein sequence of the target gene is MAAEAADLGLGAAVPVELRRERRMVCVEYPGVVRDVAKMLPTLGGEEGVSRIYADPTKRLELYFRPKDPYCHPVCANRFSTSSLLLRIRKRTRRQKGVLGTEAHSEVTFDMEILGIISTIYKFQGMSDFQYLAVHTEAGGKHTSMYDKVLMLRPEKEAFFHQELPLYIPPPIFSRLDAPVDYFYRPETQHREGYNNPPISGENLIGLSRARRPHNAIFVNFEDEEVPKQPLEAAAQTWRRVCTNPVDRKVEEELRKLFDIRPIWSRNAVKANISVHPDKLKVLLPFIAYYMITGPWRSLW.... Result: 0 (no interaction). (3) The miRNA is cel-miR-265 with sequence UGAGGGAGGAAGGGUGGUAU. The protein sequence of the target gene is MATAAYEQLKLHITPEKFYVEACDDGADDVLTIDRVSTEVTLAVKKDVPPSAVTRPIFGILGTIHLVAGNYLIVITKKIKVGEFFSHVVWKATDFDVLSYKKTMLHLTDIQLQDNKTFLAMLNHVLNVDGFYFSTTYDLTHTLQRLSNTSPEFQEMSLLERADQRFVWNGHLLRELSAQPEVHRFALPVLHGFITMHSCSINGKYFDWILISRRSCFRAGVRYYVRGIDSEGHAANFVETEQIVHYNGSKASFVQTRGSIPVFWSQRPNLKYKPLPQISKVANHMDGFQRHFDSQVIIYG.... Result: 0 (no interaction). (4) The miRNA is hsa-miR-6807-5p with sequence GUGAGCCAGUGGAAUGGAGAGG. The protein sequence of the target gene is MKHTLALLAPLLGLGLGLALSQLAAGATDCKFLGPAEHLTFTPAARARWLAPRVRAPGLLDSLYGTVRRFLSVVQLNPFPSELVKALLNELASVKVNEVVRYEAGYVVCAVIAGLYLLLVPTAGLCFCCCRCHRRCGGRVKTEHKALACERAALMVFLLLTTLLLLIGVVCAFVTNQRTHEQMGPSIEAMPETLLSLWGLVSDVPQELQAVAQQFSLPQEQVSEELDGVGVSIGSAIHTQLRSSVYPLLAAVGSLGQVLQVSVHHLQTLNATVVELQAGQQDLEPAIREHRDRLLELLQE.... Result: 1 (interaction). (5) The miRNA is hsa-miR-4484 with sequence AAAAGGCGGGAGAAGCCCCA. The protein sequence of the target gene is MNIRGAPDLGQPSDDPNSGGERERIRQRMKMVIGQLEGILRELKEVAKELREVVSQIDKLTSDFDFELEPDDWTTATVSSTSSSDKAGVGGPFDLGHLDFMTADILSDSWEFCSFLDVSTPSDSVDGPEAPRPGTGPDYQLMNGGLPIPNGPRVETPDSSSEEAFSAGPAKGQVPQRTPGTRERVRFSDKVLYHALCCDDEEGDGEEGEEEEEGDLAPELPRVEPHTGPLKPSPAPYKTKRSPLTTRRLGPTLAPEQTRRVTRNSSTQTVSDKSTQTVLPYTATKQKAKGKN. Result: 0 (no interaction). (6) The miRNA is mmu-miR-3074-5p with sequence GUUCCUGCUGAACUGAGCCAGU. The protein sequence of the target gene is MAAGFKTVEPLEYYRRFLKENCRPDGRELGEFRTTTVNIGSISTADGSALVKLGNTTVICGVKAEFAAPSTDAPDKGYVVPNVDLPPLCSSRFRSGPPGEEAQVASQFIADVIENSQIIQKEDLCISPGKLVWVLYCDLICLDYDGNILDACTFALLAALKNVQLPEVTINEETALAEVNLKKKSYLNIRTHPVATSFAVFDDTLLIVDPTGEEEHLATGTLTIVMDEEGKLCCLHKPGGSGLTGAKLQDCMSRAVTRHKEVKKLMDEVIKSMKPK. Result: 0 (no interaction). (7) The miRNA is hsa-miR-365a-5p with sequence AGGGACUUUUGGGGGCAGAUGUG. The protein sequence of the target gene is MQWLMRFRTLWGIHKSFHNIHPAPSQLRCRSLSEFGAPRWNDYEVPEEFNFASYVLDYWAQKEKEGKRGPNPAFWWVNGQGDEVKWSFREMGDLTRRVANVFTQTCGLQQGDHLALMLPRVPEWWLVAVGCMRTGIIFIPATILLKAKDILYRLQLSKAKGIVTIDALASEVDSIASQCPSLKTKLLVSDHSREGWLDFRSLVKSASPEHTCVKSKTLDPMVIFFTSGTTGFPKMAKHSHGLALQPSFPGSRKLRSLKTSDVSWCLSDSGWIVATIWTLVEPWTAGCTVFIHHLPQFDTK.... Result: 0 (no interaction). (8) The miRNA is hsa-miR-340-5p with sequence UUAUAAAGCAAUGAGACUGAUU. The protein sequence of the target gene is MGLPRLVCAFLLAACCCCPRVAGVPGEAEQPAPELVEVEVGSTALLKCGLSQSQGNLSHVDWFSVHKEKRTLIFRVRQGQGQSEPGEYEQRLSLQDRGATLALTQVTPQDERIFLCQGKRPRSQEYRIQLRVYKAPEEPNIQVNPLGIPVNSKEPEEVATCVGRNGYPIPQVIWYKNGRPLKEEKNRVHIQSSQTVESSGLYTLQSILKAQLVKEDKDAQFYCELNYRLPSGNHMKESREVTVPVFYPTEKVWLEVEPVGMLKEGDRVEIRCLADGNPPPHFSISKQNPSTREAEEETTN.... Result: 1 (interaction). (9) The miRNA is hsa-miR-5699-5p with sequence UGCCCCAACAAGGAAGGACAAG. The protein sequence of the target gene is MLPPPRPAAALALPVLLLLLVVLTPPPTGARPSPGPDYLRRGWMRLLAEGEGCAPCRPEECAAPRGCLAGRVRDACGCCWECANLEGQLCDLDPSAHFYGHCGEQLECRLDTGGDLSRGEVPEPLCACRSQSPLCGSDGHTYSQICRLQEAARARPDANLTVAHPGPCESGPQIVSHPYDTWNVTGQDVIFGCEVFAYPMASIEWRKDGLDIQLPGDDPHISVQFRGGPQRFEVTGWLQIQAVRPSDEGTYRCLGRNALGQVEAPASLTVLTPDQLNSTGIPQLRSLNLVPEEEAESEEN.... Result: 0 (no interaction).